From a dataset of Experimentally validated miRNA-target interactions with 360,000+ pairs, plus equal number of negative samples. Binary Classification. Given a miRNA mature sequence and a target amino acid sequence, predict their likelihood of interaction. (1) The miRNA is hsa-miR-4712-5p with sequence UCCAGUACAGGUCUCUCAUUUC. The protein sequence of the target gene is MPGVIPSESNGLSRGSPSKKNRLSLKFFQKKETKRALDFTDSQENEEKTSEYRGSEIDQVVPAAQSSPVSCEKRENLLPFVGLNNLGNTCYLNSILQVLYFCPGFKTGVKHLFNIISRKKEALKDDSNQKDKGSCKEESLASYELICSLQSLIISVEQLQASFLLNPEKYTDELATQPRRLLNTLRELNPMYEGFLQHDAQEVLQCILGNIQETCQLLKKEEIKNLAELSGKVEEQSLQKEETGGITSTEIDSMRNTEDVKEQLPKGNWKRKSDSESSNVKKKVKLSRESQPLEENQRQT.... Result: 0 (no interaction). (2) The miRNA is hsa-miR-4654 with sequence UGUGGGAUCUGGAGGCAUCUGG. The protein sequence of the target gene is MFSFVDLRLLLLLGATALLTHGQEDIPEVSCIHNGLRVPNGETWKPDVCLICICHNGTAVCDGVLCKEDLDCPNPQKREGECCPFCPEEYVSPDAEVIGVEGPKGDPGPQGPRGPVGPPGQDGIPGQPGLPGPPGPPGPPGPPGLGGNFASQMSYGYDEKSAGVSVPGPMGPSGPRGLPGPPGAPGPQGFQGPPGEPGEPGASGPMGPRGPPGPPGKNGDDGEAGKPGRPGERGPPGPQGARGLPGTAGLPGMKGHRGFSGLDGAKGDTGPAGPKGEPGSPGENGAPGQMGPRGLPGERG.... Result: 0 (no interaction). (3) The miRNA is hsa-miR-2115-3p with sequence CAUCAGAAUUCAUGGAGGCUAG. The protein sequence of the target gene is MLQTTWPQESVTFEDVAVYFTQNQWASLDPAQRALYGEVMLENYANVASLVAFPFPKPALISHLERGEAPWGPDPWDTEILRGISQGGESWIKNEGLVIKQEASEETELHRMPVGGLLRNVSQHFDFKRKALKQTFNLNPNLILRGGMKFYECKECGKIFRYNSKLIRHQMSHTGEKPFKCKECGKAFKSSYDCIVHEKNHIGEGPYECKECGKGLSSNTALTQHQRIHTGEKPYECKECGKAFRRSAAYLQHQRLHTGEKLYKCKECWKAFGCRSLFIVHQRIHTGEKPYQCKECGKAF.... Result: 1 (interaction). (4) The miRNA is hsa-miR-5589-5p with sequence GGCUGGGUGCUCUUGUGCAGU. The protein sequence of the target gene is MACLMAAFSVGTAMNASSYSAAMTEPKSVCVSVDEVVSSNVDEVETDLLNGHLKKVDNNFTEAQRFSSLPRRAAVNIEFKDLSYSVPEGPWWKKKGYKTLLKGISGKFNSGELVAIMGPSGAGKSTLMNILAGYRETGMKGAVLINGMPRDLRCFRKVSCYIMQDDMLLPHLTVQEAMMVSAHLKLQEKDEGRREMVKEILTALGLLPCANTRTGSLSGGQRKRLAIALELVNNPPVMFFDEPTSGLDSASCFQVVSLMKGLAQGGRSIVCTIHQPSAKLFELFDQLYVLSQGQCVYRGK.... Result: 0 (no interaction). (5) The miRNA is dme-miR-314-3p with sequence UAUUCGAGCCAAUAAGUUCGG. The protein sequence of the target gene is MCPPQAQAEVGPTMTEKAEMVCAPSPAPAPPPKPASPGPPQVEEVGHRGGSSPPRLPPGVPVISLGHSRPPGVAMPTTELGTLRPPLLQLSTLGTAPPTLALHYHPHPFLNSVYIGPAGPFSIFPSSRLKRRPSHCELDLAEGHQPQKVARRVFTNSRERWRQQNVNGAFAELRKLLPTHPPDRKLSKNEVLRLAMKYIGFLVRLLRDQAAALAAGPTPPGPRKRPVHRVPDDGARRGSGRRAEAAARSQPAPPADPDGSPGGAARPIKMEQTALSPEVR. Result: 0 (no interaction). (6) The protein sequence of the target gene is MQCHRDLALSQALWGWQLSKQSGWAHPSLPHSPLPSTVHSCSWAPPHLQRHLPLATVSPGTTQLTQGPAGRTLGQTQASCPEPRPSMDAVDATMEKLRAQCLSRGASGIQGLARFFRQLDRDGSRSLDADEFRQGLAKLGLVLDQAEAEGVCRKWDRNGSGTLDLEEFLRALRPPMSQAREAVIAAAFAKLDRSGDGVVTVDDLRGVYSGRAHPKVRSGEWTEDEVLRRFLDNFDSSEKDGQVTLAEFQDYYSGVSASMNTDEEFVAMMTSAWQL. Result: 0 (no interaction). The miRNA is mmu-miR-6908-3p with sequence ACACUCUCCCUUGUGCUGGCAG.